Dataset: Catalyst prediction with 721,799 reactions and 888 catalyst types from USPTO. Task: Predict which catalyst facilitates the given reaction. (1) Reactant: [Cl:1][C:2]1[N:11]=[C:10](Cl)[C:9]2[C:4](=[CH:5][CH:6]=[CH:7][CH:8]=2)[N:3]=1.C(N(CC)C(C)C)(C)C.[NH2:22][CH2:23][C:24]([C:32]1[CH:37]=[CH:36][CH:35]=[CH:34][CH:33]=1)([C:26]1[CH:31]=[CH:30][CH:29]=[CH:28][CH:27]=1)[OH:25]. Product: [Cl:1][C:2]1[N:11]=[C:10]([NH:22][CH2:23][C:24]([C:32]2[CH:37]=[CH:36][CH:35]=[CH:34][CH:33]=2)([C:26]2[CH:31]=[CH:30][CH:29]=[CH:28][CH:27]=2)[OH:25])[C:9]2[C:4](=[CH:5][CH:6]=[CH:7][CH:8]=2)[N:3]=1. The catalyst class is: 20. (2) Reactant: Cl.[NH2:2][CH2:3][CH2:4][C:5]([O:7][CH2:8][CH3:9])=[O:6].C(N(CC)CC)C.CN(C1C=CC=CN=1)C.[C:26]([O:30][C:31](O[C:31]([O:30][C:26]([CH3:29])([CH3:28])[CH3:27])=[O:32])=[O:32])([CH3:29])([CH3:28])[CH3:27]. Product: [C:31]([NH:2][CH2:3][CH2:4][C:5]([O:7][CH2:8][CH3:9])=[O:6])([O:30][C:26]([CH3:29])([CH3:28])[CH3:27])=[O:32]. The catalyst class is: 1. (3) The catalyst class is: 24. Reactant: [Cl:1][C:2]1[CH:3]=[N:4][CH:5]=[C:6]([Cl:37])[C:7]=1[CH2:8][C@H:9]([O:20]C(=O)[C@@H](C1C=CC2C(=CC=C(OC)C=2)C=1)C)[C:10]1[CH:15]=[CH:14][C:13]([O:16][CH3:17])=[C:12]([O:18][CH3:19])[CH:11]=1.C1(C)C=CC=CC=1.CC(C)([O-])C.[K+]. Product: [Cl:37][C:6]1[CH:5]=[N:4][CH:3]=[C:2]([Cl:1])[C:7]=1[CH2:8][C@@H:9]([C:10]1[CH:15]=[CH:14][C:13]([O:16][CH3:17])=[C:12]([O:18][CH3:19])[CH:11]=1)[OH:20]. (4) Reactant: [CH:1]([C:4]1[CH:9]=[C:8]([N+:10]([O-:12])=[O:11])[CH:7]=[CH:6][C:5]=1N)([CH3:3])[CH3:2].N([O-])=[O:15].[Na+].O. Product: [CH:1]([C:4]1[CH:9]=[C:8]([N+:10]([O-:12])=[O:11])[CH:7]=[CH:6][C:5]=1[OH:15])([CH3:3])[CH3:2]. The catalyst class is: 65. (5) The catalyst class is: 29. Reactant: C([O-])=O.[NH4+].C([N:12]1[CH2:17][CH2:16][CH:15]([NH:18][C:19]2[CH:27]=[CH:26][C:22]([C:23]([NH2:25])=[O:24])=[C:21]([O:28][CH2:29][CH2:30][CH3:31])[CH:20]=2)[CH2:14][CH2:13]1)C1C=CC=CC=1. Product: [NH:12]1[CH2:17][CH2:16][CH:15]([NH:18][C:19]2[CH:27]=[CH:26][C:22]([C:23]([NH2:25])=[O:24])=[C:21]([O:28][CH2:29][CH2:30][CH3:31])[CH:20]=2)[CH2:14][CH2:13]1. (6) Reactant: [H-].[Na+].[CH:3]1([S:6]([NH2:9])(=[O:8])=[O:7])[CH2:5][CH2:4]1.[CH2:10]([C:12]1[N:16]([C:17]2[CH:18]=[C:19]([CH:23]3[C:32]([CH3:34])([CH3:33])[CH2:31][C:30]4[C:25](=[CH:26][CH:27]=[C:28]([C:35](O)=[O:36])[CH:29]=4)[NH:24]3)[CH:20]=[CH:21][CH:22]=2)[N:15]=[N:14][N:13]=1)[CH3:11].C(N1C=CN=C1)(N1C=CN=C1)=O. Product: [CH2:10]([C:12]1[N:16]([C:17]2[CH:18]=[C:19]([CH:23]3[C:32]([CH3:33])([CH3:34])[CH2:31][C:30]4[C:25](=[CH:26][CH:27]=[C:28]([C:35]([NH:9][S:6]([CH:3]5[CH2:5][CH2:4]5)(=[O:8])=[O:7])=[O:36])[CH:29]=4)[NH:24]3)[CH:20]=[CH:21][CH:22]=2)[N:15]=[N:14][N:13]=1)[CH3:11]. The catalyst class is: 9. (7) Reactant: [ClH:1].[N:2]12[CH2:9][CH2:8][CH:5]([CH2:6][CH2:7]1)[C@@H:4]([NH:10][C:11]([C:13]1[O:14][C:15]3[C:21](Br)=[CH:20][CH:19]=[CH:18][C:16]=3[CH:17]=1)=[O:12])[CH2:3]2.[C:23]([C:26]1[CH:31]=[CH:30][C:29](B(O)O)=[CH:28][CH:27]=1)([OH:25])=[O:24].C(=O)([O-])[O-].[Na+].[Na+]. Product: [ClH:1].[N:2]12[CH2:9][CH2:8][CH:5]([CH2:6][CH2:7]1)[C@@H:4]([NH:10][C:11]([C:13]1[O:14][C:15]3[C:21]([C:29]4[CH:30]=[CH:31][C:26]([C:23]([OH:25])=[O:24])=[CH:27][CH:28]=4)=[CH:20][CH:19]=[CH:18][C:16]=3[CH:17]=1)=[O:12])[CH2:3]2. The catalyst class is: 431. (8) Reactant: [F:1][C:2]1[CH:7]=[CH:6][C:5]([C:8]2[CH2:12][C:11]([C:17]3[CH:30]=[CH:29][C:20]([NH:21]C(=O)OC(C)(C)C)=[C:19]([CH3:31])[CH:18]=3)([C:13]([F:16])([F:15])[F:14])[O:10][N:9]=2)=[CH:4][CH:3]=1. Product: [F:1][C:2]1[CH:3]=[CH:4][C:5]([C:8]2[CH2:12][C:11]([C:17]3[CH:30]=[CH:29][C:20]([NH2:21])=[C:19]([CH3:31])[CH:18]=3)([C:13]([F:15])([F:16])[F:14])[O:10][N:9]=2)=[CH:6][CH:7]=1. The catalyst class is: 55. (9) Reactant: [CH3:1][O:2][C:3]1[N:8]=[C:7]([CH:9]=[CH:10][C:11]([O:13][CH3:14])=[O:12])[CH:6]=[CH:5][CH:4]=1.[H][H]. Product: [CH3:1][O:2][C:3]1[N:8]=[C:7]([CH2:9][CH2:10][C:11]([O:13][CH3:14])=[O:12])[CH:6]=[CH:5][CH:4]=1. The catalyst class is: 29. (10) Reactant: [CH2:1]([N:5]1[C:17]2[CH2:16][CH2:15][CH2:14][CH2:13][C:12]=2[C:11]2[C:6]1=[CH:7][CH:8]=[C:9]([N+:18]([O-])=O)[CH:10]=2)[CH:2]([CH3:4])[CH3:3].CO.[H][H]. Product: [CH2:1]([N:5]1[C:17]2[CH2:16][CH2:15][CH2:14][CH2:13][C:12]=2[C:11]2[C:6]1=[CH:7][CH:8]=[C:9]([NH2:18])[CH:10]=2)[CH:2]([CH3:4])[CH3:3]. The catalyst class is: 153.